From a dataset of Reaction yield outcomes from USPTO patents with 853,638 reactions. Predict the reaction yield, written as a fraction of the theoretical maximum amount of product (1.0 means a 100% yield; for example, 0.34 means a 34% yield). (1) The product is [Cl:1][C:2]1[CH:10]=[C:9]2[C:5]([C:6]([C:11]3[N:12]=[C:13]4[C:19]([C:20]([NH:22][CH:23]([CH3:25])[CH3:24])=[O:21])=[CH:18][NH:17][C:14]4=[N:15][CH:16]=3)=[N:7][NH:8]2)=[CH:4][CH:3]=1. The yield is 0.410. The catalyst is ClCCl. The reactants are [Cl:1][C:2]1[CH:10]=[C:9]2[C:5]([C:6]([C:11]3[N:12]=[C:13]4[C:19]([C:20]([NH:22][CH:23]([CH3:25])[CH3:24])=[O:21])=[CH:18][N:17](COCC[Si](C)(C)C)[C:14]4=[N:15][CH:16]=3)=[N:7][NH:8]2)=[CH:4][CH:3]=1.FC(F)(F)C(O)=O.C(N)CN. (2) The reactants are [CH:1]([C:3]1[C:12]2[C:11](=[O:13])[O:10][C:9](C)(C)[O:8][C:7]=2[CH:6]=[CH:5][CH:4]=1)=[CH2:2].C[O-].[Na+].CO. The catalyst is Cl. The product is [CH:1]([C:3]1[CH:4]=[CH:5][CH:6]=[C:7]([OH:8])[C:12]=1[C:11]([O:10][CH3:9])=[O:13])=[CH2:2]. The yield is 0.570. (3) The reactants are [C:1]1([CH:7]([C:27]2[CH:32]=[CH:31][CH:30]=[CH:29][CH:28]=2)[N:8]2[C:16]3[C:11](=[CH:12][CH:13]=[CH:14][CH:15]=3)[CH:10]([C:17]3[C:22]([OH:23])=[CH:21][N:20]=[C:19]([O:24][CH3:25])[CH:18]=3)[C:9]2=[O:26])[CH:6]=[CH:5][CH:4]=[CH:3][CH:2]=1.[C:33](=O)([O-])[O-].[Cs+].[Cs+].ClCI. The catalyst is O1CCCC1. The product is [C:1]1([CH:7]([N:8]2[C:16]3[C:11](=[CH:12][CH:13]=[CH:14][CH:15]=3)[C:10]3([C:17]4[C:22](=[CH:21][N:20]=[C:19]([O:24][CH3:25])[CH:18]=4)[O:23][CH2:33]3)[C:9]2=[O:26])[C:27]2[CH:32]=[CH:31][CH:30]=[CH:29][CH:28]=2)[CH:2]=[CH:3][CH:4]=[CH:5][CH:6]=1. The yield is 0.400. (4) The reactants are [NH2:1][C:2]1[C:19]([CH3:20])=[C:18]([CH3:21])[C:5]([O:6][CH2:7][C:8]([N:10]([CH3:17])[CH:11]2[CH2:16][CH2:15][NH:14][CH2:13][CH2:12]2)=[O:9])=[C:4]([CH3:22])[C:3]=1[CH3:23].[CH2:24](Br)[CH2:25][C:26]1[CH:31]=[CH:30][CH:29]=[CH:28][CH:27]=1.C(N(CC)CC)C.C(=O)([O-])O.[Na+]. The catalyst is C(#N)C. The product is [NH2:1][C:2]1[C:19]([CH3:20])=[C:18]([CH3:21])[C:5]([O:6][CH2:7][C:8]([N:10]([CH3:17])[CH:11]2[CH2:16][CH2:15][N:14]([CH2:24][CH2:25][C:26]3[CH:31]=[CH:30][CH:29]=[CH:28][CH:27]=3)[CH2:13][CH2:12]2)=[O:9])=[C:4]([CH3:22])[C:3]=1[CH3:23]. The yield is 0.650. (5) The catalyst is CO. The product is [Cl:8][C:6]1[N:5]=[C:4]([N:9]2[CH2:14][CH2:13][O:12][CH2:11][CH2:10]2)[N:3]=[C:2]([NH:24][CH2:25][CH2:26][C:27]2[CH:28]=[N:29][CH:30]=[CH:31][CH:32]=2)[CH:7]=1. The reactants are Cl[C:2]1[CH:7]=[C:6]([Cl:8])[N:5]=[C:4]([N:9]2[CH2:14][CH2:13][O:12][CH2:11][CH2:10]2)[N:3]=1.CCN(C(C)C)C(C)C.[NH2:24][CH2:25][CH2:26][C:27]1[CH:28]=[N:29][CH:30]=[CH:31][CH:32]=1. The yield is 0.750. (6) The reactants are [Cl:1][C:2]1[CH:7]=[CH:6][C:5]([F:8])=[C:4]([F:9])[CH:3]=1.OS(O)(=O)=O.[N+:15]([O-])([OH:17])=[O:16]. No catalyst specified. The product is [Cl:1][C:2]1[CH:3]=[C:4]([F:9])[C:5]([F:8])=[CH:6][C:7]=1[N+:15]([O-:17])=[O:16]. The yield is 0.967. (7) The yield is 0.600. The catalyst is CO.[Zn]. The reactants are [Br:1][C:2]1[CH:3]=[CH:4][C:5]([N+:10]([O-])=O)=[C:6]([CH:9]=1)[NH:7][CH3:8].[Cl-].[NH4+].O1CCCC1. The product is [Br:1][C:2]1[CH:9]=[C:6]([NH:7][CH3:8])[C:5]([NH2:10])=[CH:4][CH:3]=1.